Regression. Given two drug SMILES strings and cell line genomic features, predict the synergy score measuring deviation from expected non-interaction effect. From a dataset of NCI-60 drug combinations with 297,098 pairs across 59 cell lines. (1) Drug 1: CC(C1=C(C=CC(=C1Cl)F)Cl)OC2=C(N=CC(=C2)C3=CN(N=C3)C4CCNCC4)N. Drug 2: COC1=CC(=CC(=C1O)OC)C2C3C(COC3=O)C(C4=CC5=C(C=C24)OCO5)OC6C(C(C7C(O6)COC(O7)C8=CC=CS8)O)O. Cell line: RPMI-8226. Synergy scores: CSS=49.9, Synergy_ZIP=2.74, Synergy_Bliss=4.20, Synergy_Loewe=-18.5, Synergy_HSA=1.63. (2) Drug 1: C1=NC2=C(N1)C(=S)N=C(N2)N. Drug 2: CN(CCCl)CCCl.Cl. Cell line: HS 578T. Synergy scores: CSS=19.0, Synergy_ZIP=4.55, Synergy_Bliss=7.22, Synergy_Loewe=-11.4, Synergy_HSA=2.03. (3) Drug 1: CCC1=C2CN3C(=CC4=C(C3=O)COC(=O)C4(CC)O)C2=NC5=C1C=C(C=C5)O. Drug 2: C(=O)(N)NO. Cell line: HOP-92. Synergy scores: CSS=14.3, Synergy_ZIP=-5.81, Synergy_Bliss=-1.75, Synergy_Loewe=-28.2, Synergy_HSA=-2.05. (4) Drug 1: C1=CC(=CC=C1CCC2=CNC3=C2C(=O)NC(=N3)N)C(=O)NC(CCC(=O)O)C(=O)O. Drug 2: CCC1(CC2CC(C3=C(CCN(C2)C1)C4=CC=CC=C4N3)(C5=C(C=C6C(=C5)C78CCN9C7C(C=CC9)(C(C(C8N6C)(C(=O)OC)O)OC(=O)C)CC)OC)C(=O)OC)O.OS(=O)(=O)O. Cell line: RPMI-8226. Synergy scores: CSS=66.6, Synergy_ZIP=1.60, Synergy_Bliss=1.03, Synergy_Loewe=-0.976, Synergy_HSA=2.77.